From a dataset of NCI-60 drug combinations with 297,098 pairs across 59 cell lines. Regression. Given two drug SMILES strings and cell line genomic features, predict the synergy score measuring deviation from expected non-interaction effect. (1) Drug 1: CC1C(C(CC(O1)OC2CC(CC3=C2C(=C4C(=C3O)C(=O)C5=C(C4=O)C(=CC=C5)OC)O)(C(=O)CO)O)N)O.Cl. Drug 2: C1CC(=O)NC(=O)C1N2C(=O)C3=CC=CC=C3C2=O. Cell line: OVCAR3. Synergy scores: CSS=6.21, Synergy_ZIP=2.15, Synergy_Bliss=9.06, Synergy_Loewe=3.76, Synergy_HSA=4.21. (2) Drug 1: C1=C(C(=O)NC(=O)N1)F. Drug 2: CS(=O)(=O)CCNCC1=CC=C(O1)C2=CC3=C(C=C2)N=CN=C3NC4=CC(=C(C=C4)OCC5=CC(=CC=C5)F)Cl. Cell line: MOLT-4. Synergy scores: CSS=22.2, Synergy_ZIP=8.48, Synergy_Bliss=1.84, Synergy_Loewe=-1.49, Synergy_HSA=0.0380. (3) Drug 2: CN(CCCl)CCCl.Cl. Drug 1: CC1=C2C(C(=O)C3(C(CC4C(C3C(C(C2(C)C)(CC1OC(=O)C(C(C5=CC=CC=C5)NC(=O)OC(C)(C)C)O)O)OC(=O)C6=CC=CC=C6)(CO4)OC(=O)C)O)C)O. Synergy scores: CSS=28.8, Synergy_ZIP=-10.4, Synergy_Bliss=-11.3, Synergy_Loewe=-46.8, Synergy_HSA=-9.38. Cell line: M14. (4) Drug 2: C1CNP(=O)(OC1)N(CCCl)CCCl. Drug 1: CC1=CC2C(CCC3(C2CCC3(C(=O)C)OC(=O)C)C)C4(C1=CC(=O)CC4)C. Cell line: SNB-75. Synergy scores: CSS=-1.69, Synergy_ZIP=1.73, Synergy_Bliss=0.356, Synergy_Loewe=-5.35, Synergy_HSA=-4.99.